This data is from Reaction yield outcomes from USPTO patents with 853,638 reactions. The task is: Predict the reaction yield, written as a fraction of the theoretical maximum amount of product (1.0 means a 100% yield; for example, 0.34 means a 34% yield). (1) The reactants are Cl[C:2]([O:4][CH2:5][C:6]1[CH:11]=[CH:10][CH:9]=[CH:8][CH:7]=1)=[O:3].[CH3:12][O:13][CH:14]([O:17][CH3:18])[CH2:15][NH2:16].[OH-].[Na+]. The catalyst is C1(C)C=CC=CC=1. The product is [CH2:5]([O:4][C:2](=[O:3])[NH:16][CH2:15][CH:14]([O:17][CH3:18])[O:13][CH3:12])[C:6]1[CH:11]=[CH:10][CH:9]=[CH:8][CH:7]=1. The yield is 0.900. (2) The reactants are Cl.O1CCOCC1.[Cl:8][C:9]1[CH:36]=[CH:35][C:12]([CH2:13][N:14]2[C:19](=[O:20])[CH:18]=[CH:17][C:16]([C:21]3[CH:26]=[CH:25][C:24]([NH:27]C(=O)OC(C)(C)C)=[CH:23][CH:22]=3)=[CH:15]2)=[C:11]([F:37])[CH:10]=1. The catalyst is CO. The product is [ClH:8].[Cl:8][C:9]1[CH:36]=[CH:35][C:12]([CH2:13][N:14]2[CH:15]=[C:16]([C:21]3[CH:26]=[CH:25][C:24]([NH2:27])=[CH:23][CH:22]=3)[CH:17]=[CH:18][C:19]2=[O:20])=[C:11]([F:37])[CH:10]=1. The yield is 0.890.